From a dataset of Forward reaction prediction with 1.9M reactions from USPTO patents (1976-2016). Predict the product of the given reaction. The product is: [CH3:1][O:2][C:3]1[CH:4]=[C:5]([CH2:21][CH2:22][C:23]([OH:25])=[O:24])[CH:6]=[C:7]([C:9]2[CH:18]=[CH:17][C:16]3[C:11](=[CH:12][CH:13]=[C:14]([O:19][CH3:20])[CH:15]=3)[CH:10]=2)[CH:8]=1. Given the reactants [CH3:1][O:2][C:3]1[CH:4]=[C:5](/[CH:21]=[CH:22]/[C:23]([OH:25])=[O:24])[CH:6]=[C:7]([C:9]2[CH:18]=[CH:17][C:16]3[C:11](=[CH:12][CH:13]=[C:14]([O:19][CH3:20])[CH:15]=3)[CH:10]=2)[CH:8]=1, predict the reaction product.